From a dataset of Forward reaction prediction with 1.9M reactions from USPTO patents (1976-2016). Predict the product of the given reaction. (1) Given the reactants [F:1][C:2]([F:21])([F:20])[C:3]([NH:5][CH2:6][C:7]1[C:8]([F:19])=[CH:9][C:10]([Cl:18])=[C:11]([CH:17]=1)[C:12]([N:14]=[C:15]=[O:16])=O)=[O:4].[F:22][C:23]1[CH:28]=[CH:27][C:26]([NH:29][NH:30]C(OC(C)(C)C)=O)=[CH:25][C:24]=1[C:38]([F:41])([F:40])[F:39].C(O)(C(F)(F)F)=O, predict the reaction product. The product is: [Cl:18][C:10]1[C:11]([C:12]2[NH:14][C:15](=[O:16])[N:29]([C:26]3[CH:27]=[CH:28][C:23]([F:22])=[C:24]([C:38]([F:39])([F:40])[F:41])[CH:25]=3)[N:30]=2)=[CH:17][C:7]([CH2:6][NH:5][C:3](=[O:4])[C:2]([F:21])([F:20])[F:1])=[C:8]([F:19])[CH:9]=1. (2) Given the reactants O.ON1C2C=CC=CC=2N=N1.C(N(C(C)C)CC)(C)C.CN1CCOCC1.Cl.[CH3:29][N:30]([CH3:39])[CH2:31][CH2:32][CH2:33][N:34]=[C:35]=[N:36][CH2:37][CH3:38], predict the reaction product. The product is: [CH3:38][CH2:37][N:36]=[C:35]=[N:34][CH2:33][CH2:32][CH2:31][N:30]([CH3:39])[CH3:29].